Dataset: Forward reaction prediction with 1.9M reactions from USPTO patents (1976-2016). Task: Predict the product of the given reaction. (1) Given the reactants [C:1]1([Li])[CH:6]=[CH:5][CH:4]=[CH:3][CH:2]=1.[OH:8][C:9]1[C:10]([C:19]([OH:21])=O)=[CH:11][C:12]2[C:17]([CH:18]=1)=[CH:16][CH:15]=[CH:14][CH:13]=2.Cl, predict the reaction product. The product is: [OH:8][C:9]1[C:10]([C:19]([C:1]2[CH:6]=[CH:5][CH:4]=[CH:3][CH:2]=2)=[O:21])=[CH:11][C:12]2[C:17]([CH:18]=1)=[CH:16][CH:15]=[CH:14][CH:13]=2. (2) Given the reactants [CH3:1][C:2]1[N:6]([C@H:7]2[CH2:13][C@H:12]3[N:14]([CH2:15][CH2:16][C@H:17]([NH:24][C:25]([CH:27]4[CH2:32][CH2:31][C:30]([F:34])([F:33])[CH2:29][CH2:28]4)=[O:26])[C:18]4[CH:19]=[CH:20][CH:21]=[CH:22][CH:23]=4)[C@H:9]([CH2:10][CH2:11]3)[CH2:8]2)[C:5]([CH:35]([CH3:37])[CH3:36])=[N:4][N:3]=1.P([O-])([O-])([O-])=O.N.CCCCCC, predict the reaction product. The product is: [CH:35]([C:5]1[N:6]([CH:7]2[CH2:13][CH:12]3[N:14]([CH2:15][CH2:16][C@H:17]([NH:24][C:25]([CH:27]4[CH2:28][CH2:29][C:30]([F:34])([F:33])[CH2:31][CH2:32]4)=[O:26])[C:18]4[CH:23]=[CH:22][CH:21]=[CH:20][CH:19]=4)[CH:9]([CH2:10][CH2:11]3)[CH2:8]2)[C:2]([CH3:1])=[N:3][N:4]=1)([CH3:36])[CH3:37]. (3) Given the reactants [BH4-].[Na+].[C:3]([O:7][C:8](=[O:46])[NH:9][CH2:10][CH2:11][O:12][CH2:13][CH2:14][NH:15][C:16]1[C:21]([CH3:22])=[C:20]([Cl:23])[N:19]=[C:18]([N:24]([CH2:34][C:35]2[CH:40]=[CH:39][C:38]([O:41][CH3:42])=[CH:37][CH:36]=2)[CH2:25][C:26]2[CH:31]=[CH:30][C:29]([O:32][CH3:33])=[CH:28][CH:27]=2)[C:17]=1[N+:43]([O-])=O)([CH3:6])([CH3:5])[CH3:4], predict the reaction product. The product is: [C:3]([O:7][C:8](=[O:46])[NH:9][CH2:10][CH2:11][O:12][CH2:13][CH2:14][NH:15][C:16]1[C:21]([CH3:22])=[C:20]([Cl:23])[N:19]=[C:18]([N:24]([CH2:34][C:35]2[CH:36]=[CH:37][C:38]([O:41][CH3:42])=[CH:39][CH:40]=2)[CH2:25][C:26]2[CH:27]=[CH:28][C:29]([O:32][CH3:33])=[CH:30][CH:31]=2)[C:17]=1[NH2:43])([CH3:4])([CH3:6])[CH3:5]. (4) The product is: [F:1][C:2]1[C:3]([C:24]2[N:25]([CH:30]([CH3:32])[CH3:31])[C:26]([CH3:29])=[N:27][CH:28]=2)=[N:4][C:5]([NH:8][CH:9]2[CH2:14][CH2:13][N:12]([S:15]([CH:18]3[CH2:23][CH2:22][N:21]([CH:34]([CH3:36])[CH3:33])[CH2:20][CH2:19]3)(=[O:16])=[O:17])[CH2:11][CH2:10]2)=[N:6][CH:7]=1. Given the reactants [F:1][C:2]1[C:3]([C:24]2[N:25]([CH:30]([CH3:32])[CH3:31])[C:26]([CH3:29])=[N:27][CH:28]=2)=[N:4][C:5]([NH:8][CH:9]2[CH2:14][CH2:13][N:12]([S:15]([CH:18]3[CH2:23][CH2:22][NH:21][CH2:20][CH2:19]3)(=[O:17])=[O:16])[CH2:11][CH2:10]2)=[N:6][CH:7]=1.[CH3:33][C:34]([CH3:36])=O.C([BH3-])#N.[Na+].Cl, predict the reaction product. (5) The product is: [P:8]([CH:12]([P:43]([OH:45])([OH:47])=[O:44])[CH2:13][N:14]1[CH2:19][CH2:18][CH2:17][C@H:16]2[CH2:20][N:21]([C:23]3[C:32]([O:33][CH3:34])=[C:31]4[C:26]([C:27](=[O:41])[C:28]([C:38]([OH:40])=[O:39])=[CH:29][N:30]4[CH:35]4[CH2:37][CH2:36]4)=[CH:25][C:24]=3[F:42])[CH2:22][C@@H:15]12)([OH:9])([OH:10])=[O:7]. Given the reactants C[Si](Br)(C)C.C[O:7][P:8]([CH:12]([P:43]([O:47]C)([O:45]C)=[O:44])[CH2:13][N:14]1[CH2:19][CH2:18][CH2:17][C@H:16]2[CH2:20][N:21]([C:23]3[C:32]([O:33][CH3:34])=[C:31]4[C:26]([C:27](=[O:41])[C:28]([C:38]([OH:40])=[O:39])=[CH:29][N:30]4[CH:35]4[CH2:37][CH2:36]4)=[CH:25][C:24]=3[F:42])[CH2:22][C@@H:15]12)([O:10]C)=[O:9], predict the reaction product. (6) Given the reactants Cl.[NH2:2][CH2:3][C:4]1[CH:5]=[C:6]2[C:10](=[CH:11][CH:12]=1)[C:9](=[O:13])[N:8]([CH:14]1[CH2:19][CH2:18][C:17](=[O:20])[NH:16][C:15]1=[O:21])[C:7]2=[O:22].[Cl:23][C:24]1[CH:25]=[C:26]([CH:30]=[CH:31][C:32]=1[Cl:33])[C:27](Cl)=[O:28].CCN(C(C)C)C(C)C, predict the reaction product. The product is: [Cl:23][C:24]1[CH:25]=[C:26]([CH:30]=[CH:31][C:32]=1[Cl:33])[C:27]([NH:2][CH2:3][C:4]1[CH:5]=[C:6]2[C:10](=[CH:11][CH:12]=1)[C:9](=[O:13])[N:8]([CH:14]1[CH2:19][CH2:18][C:17](=[O:20])[NH:16][C:15]1=[O:21])[C:7]2=[O:22])=[O:28].